From a dataset of CYP2D6 inhibition data for predicting drug metabolism from PubChem BioAssay. Regression/Classification. Given a drug SMILES string, predict its absorption, distribution, metabolism, or excretion properties. Task type varies by dataset: regression for continuous measurements (e.g., permeability, clearance, half-life) or binary classification for categorical outcomes (e.g., BBB penetration, CYP inhibition). Dataset: cyp2d6_veith. (1) The compound is COc1cccc(-c2ccc3ncnc(N(C)Cc4ccco4)c3c2)c1. The result is 1 (inhibitor). (2) The result is 0 (non-inhibitor). The compound is CCN(CC)c1nc(Nc2ccccc2)nc(Oc2ccc(C(=O)OC)cc2)n1. (3) The compound is Cc1cc(N2CCN(C)CC2)n2nc(-c3ccc(Cl)cc3)nc2n1. The result is 0 (non-inhibitor). (4) The molecule is Cc1ccc(/C=N/n2c(COc3ccccc3)n[nH]c2=S)s1. The result is 0 (non-inhibitor). (5) The drug is CC(C)CN1CCC2(CC1)CCN(S(C)(=O)=O)CC2. The result is 1 (inhibitor).